This data is from Reaction yield outcomes from USPTO patents with 853,638 reactions. The task is: Predict the reaction yield, written as a fraction of the theoretical maximum amount of product (1.0 means a 100% yield; for example, 0.34 means a 34% yield). The product is [CH3:1][O:2][C:3]([C:5]1([CH2:11][I:12])[CH2:10][CH2:9][CH2:13][CH2:7][CH2:6]1)=[O:4]. No catalyst specified. The reactants are [CH3:1][O:2][C:3]([C:5]1([CH2:11][I:12])[CH2:10][CH2:9]O[CH2:7][CH2:6]1)=[O:4].[CH3:13]OC(C1CCCCC1)=O. The yield is 1.00.